From a dataset of NCI-60 drug combinations with 297,098 pairs across 59 cell lines. Regression. Given two drug SMILES strings and cell line genomic features, predict the synergy score measuring deviation from expected non-interaction effect. (1) Drug 1: C1=NC2=C(N=C(N=C2N1C3C(C(C(O3)CO)O)O)F)N. Drug 2: CC12CCC3C(C1CCC2OP(=O)(O)O)CCC4=C3C=CC(=C4)OC(=O)N(CCCl)CCCl.[Na+]. Cell line: CCRF-CEM. Synergy scores: CSS=68.7, Synergy_ZIP=-3.13, Synergy_Bliss=-9.35, Synergy_Loewe=-33.9, Synergy_HSA=-6.68. (2) Drug 1: C1=CC(=C2C(=C1NCCNCCO)C(=O)C3=C(C=CC(=C3C2=O)O)O)NCCNCCO. Drug 2: CC1=CC=C(C=C1)C2=CC(=NN2C3=CC=C(C=C3)S(=O)(=O)N)C(F)(F)F. Cell line: OVCAR-4. Synergy scores: CSS=25.7, Synergy_ZIP=-5.28, Synergy_Bliss=-2.12, Synergy_Loewe=-20.6, Synergy_HSA=0.231.